From a dataset of Full USPTO retrosynthesis dataset with 1.9M reactions from patents (1976-2016). Predict the reactants needed to synthesize the given product. (1) Given the product [CH2:1]([O:3][C:4]([C:6]1[CH:7]=[CH:8][C:9]([O:10][C:11]2[CH:16]=[CH:15][N:14]=[C:13]3[N:17]([CH2:33][C:34]4[CH:39]=[CH:38][C:37]([O:40][CH3:41])=[CH:36][CH:35]=4)[N:18]=[C:19]([CH:20]4[CH2:21][CH2:22][CH2:23][N:24]([C:26]([O:28][C:29]([CH3:32])([CH3:31])[CH3:30])=[O:27])[CH2:25]4)[C:12]=23)=[CH:42][CH:43]=1)=[O:5])[CH3:2], predict the reactants needed to synthesize it. The reactants are: [CH2:1]([O:3][C:4]([C:6]1[CH:43]=[CH:42][C:9]([O:10][C:11]2[CH:16]=[CH:15][N:14]=[C:13]3[N:17]([CH2:33][C:34]4[CH:39]=[CH:38][C:37]([O:40][CH3:41])=[CH:36][CH:35]=4)[N:18]=[C:19]([C:20]4[CH2:25][N:24]([C:26]([O:28][C:29]([CH3:32])([CH3:31])[CH3:30])=[O:27])[CH2:23][CH2:22][CH:21]=4)[C:12]=23)=[CH:8][CH:7]=1)=[O:5])[CH3:2]. (2) Given the product [Cl:14][C:15]1[S:16][C:17]([S:21]([N:11]2[CH2:12][CH2:13][CH:8]([N:5]3[CH2:6][CH2:7][CH:2]([CH3:1])[CH2:3][CH2:4]3)[CH2:9][CH2:10]2)(=[O:23])=[O:22])=[C:18]([CH3:20])[N:19]=1, predict the reactants needed to synthesize it. The reactants are: [CH3:1][CH:2]1[CH2:7][CH2:6][N:5]([CH:8]2[CH2:13][CH2:12][NH:11][CH2:10][CH2:9]2)[CH2:4][CH2:3]1.[Cl:14][C:15]1[S:16][C:17]([S:21](Cl)(=[O:23])=[O:22])=[C:18]([CH3:20])[N:19]=1. (3) The reactants are: [C:1]([O:5][C:6]([N:8]1[CH2:13][CH2:12][CH:11]([C:14]([OH:16])=O)[CH2:10][CH2:9]1)=[O:7])([CH3:4])([CH3:3])[CH3:2].C1C=CC2N(O)N=NC=2C=1.[Cl:27][C:28]1[S:32][C:31]([S:33]([NH2:36])(=[O:35])=[O:34])=[CH:30][CH:29]=1.CCN(C(C)C)C(C)C. Given the product [Cl:27][C:28]1[S:32][C:31]([S:33]([NH:36][C:14]([CH:11]2[CH2:10][CH2:9][N:8]([C:6]([O:5][C:1]([CH3:2])([CH3:3])[CH3:4])=[O:7])[CH2:13][CH2:12]2)=[O:16])(=[O:35])=[O:34])=[CH:30][CH:29]=1, predict the reactants needed to synthesize it. (4) Given the product [CH2:1]([O:3][C:4]([C:6]1[C:7]([CH3:14])=[CH:8][C:9](=[O:13])[N:15]([C:16]2[CH:21]=[CH:20][CH:19]=[CH:18][CH:17]=2)[C:11]=1[CH3:12])=[O:5])[CH3:2], predict the reactants needed to synthesize it. The reactants are: [CH2:1]([O:3][C:4]([C:6]1[C:7]([CH3:14])=[CH:8][C:9](=[O:13])O[C:11]=1[CH3:12])=[O:5])[CH3:2].[NH2:15][C:16]1[CH:21]=[CH:20][CH:19]=[CH:18][CH:17]=1.C(O)(=O)C.C(NC1C=CC=CC=1)(=O)C.C(NC1C=CC(C(=O)C)=CC=1)(=O)C. (5) Given the product [C:8]([O:12][C:13]([N:15]1[CH2:16][CH2:17][N:18]([CH2:21][CH:22]2[CH2:27][CH2:26][CH2:25][CH2:24][NH:23]2)[CH2:19][CH2:20]1)=[O:14])([CH3:11])([CH3:9])[CH3:10], predict the reactants needed to synthesize it. The reactants are: C1CCC=CC=1.O.[C:8]([O:12][C:13]([N:15]1[CH2:20][CH2:19][N:18]([CH2:21][CH:22]2[CH2:27][CH2:26][CH2:25][CH2:24][N:23]2C(OCC2C=CC=CC=2)=O)[CH2:17][CH2:16]1)=[O:14])([CH3:11])([CH3:10])[CH3:9].